The task is: Predict the reaction yield, written as a fraction of the theoretical maximum amount of product (1.0 means a 100% yield; for example, 0.34 means a 34% yield).. This data is from Reaction yield outcomes from USPTO patents with 853,638 reactions. (1) The reactants are Cl[C:2]1[C:7]([N+:8]([O-:10])=[O:9])=[C:6]([CH3:11])[CH:5]=[CH:4][N:3]=1.Cl.[CH2:13]([O:20][C:21]1[CH:27]=[CH:26][C:24]([NH2:25])=[CH:23][CH:22]=1)[C:14]1[CH:19]=[CH:18][CH:17]=[CH:16][CH:15]=1.CCN(C(C)C)C(C)C.O. The catalyst is CS(C)=O. The product is [CH2:13]([O:20][C:21]1[CH:22]=[CH:23][C:24]([NH:25][C:2]2[C:7]([N+:8]([O-:10])=[O:9])=[C:6]([CH3:11])[CH:5]=[CH:4][N:3]=2)=[CH:26][CH:27]=1)[C:14]1[CH:15]=[CH:16][CH:17]=[CH:18][CH:19]=1. The yield is 0.930. (2) The reactants are [OH:1][C:2]1[CH:3]=[C:4]([CH:8]([CH3:11])[C:9]#[N:10])[CH:5]=[CH:6][CH:7]=1.N1C=CC=CC=1.[CH3:18][O:19][C:20]1[CH:25]=[CH:24][CH:23]=[CH:22][C:21]=1B(O)O.Cl. The catalyst is C(Cl)Cl. The product is [CH3:18][O:19][C:20]1[CH:25]=[CH:24][CH:23]=[CH:22][C:21]=1[O:1][C:2]1[CH:3]=[C:4]([CH:8]([CH3:11])[C:9]#[N:10])[CH:5]=[CH:6][CH:7]=1. The yield is 0.850. (3) The reactants are [CH2:1]([O:3][C:4](=[O:16])[C:5]1[CH:10]=[CH:9][C:8](O)=[N:7][C:6]=1[C:12]([F:15])([F:14])[F:13])[CH3:2].P(Cl)([Cl:26])(OC1C=CC=CC=1)=O.C(=O)(O)[O-].[Na+]. The catalyst is C(OCC)(=O)C. The product is [CH2:1]([O:3][C:4](=[O:16])[C:5]1[CH:10]=[CH:9][C:8]([Cl:26])=[N:7][C:6]=1[C:12]([F:15])([F:14])[F:13])[CH3:2]. The yield is 0.610. (4) The reactants are [NH2:1][C:2]1[C:3]([F:22])=[CH:4][C:5]([F:21])=[C:6]([C@:8]2([CH3:20])[C:14]([F:16])([F:15])[C:13]([CH3:18])([CH3:17])[O:12][CH2:11][C:10](=[S:19])[NH:9]2)[CH:7]=1.[Cl:23][C:24]1[CH:25]=[CH:26][C:27]([C:30](O)=[O:31])=[N:28][CH:29]=1. No catalyst specified. The product is [Cl:23][C:24]1[CH:25]=[CH:26][C:27]([C:30]([NH:1][C:2]2[CH:7]=[C:6]([C@:8]3([CH3:20])[C:14]([F:15])([F:16])[C:13]([CH3:17])([CH3:18])[O:12][CH2:11][C:10](=[S:19])[NH:9]3)[C:5]([F:21])=[CH:4][C:3]=2[F:22])=[O:31])=[N:28][CH:29]=1. The yield is 0.910. (5) The reactants are [CH2:1]([O:3][C:4]1[CH:5]=[C:6]([CH2:14][OH:15])[CH:7]=[C:8]([O:11][CH2:12][CH3:13])[C:9]=1[F:10])[CH3:2]. The catalyst is ClCCCl.O=[Mn]=O. The product is [CH2:1]([O:3][C:4]1[CH:5]=[C:6]([CH:7]=[C:8]([O:11][CH2:12][CH3:13])[C:9]=1[F:10])[CH:14]=[O:15])[CH3:2]. The yield is 0.830.